The task is: Predict which catalyst facilitates the given reaction.. This data is from Catalyst prediction with 721,799 reactions and 888 catalyst types from USPTO. (1) Product: [O:1]1[CH2:6][CH2:5][CH2:4][CH2:3][CH:2]1[O:7][NH:8][C:9](=[O:30])[CH2:10][C:11]1([C:24]2[S:25][C:26]([C:36]3[CH:37]=[CH:38][C:33]([O:32][CH3:31])=[CH:34][CH:35]=3)=[CH:27][CH:28]=2)[S:17](=[O:19])(=[O:18])[CH2:16][CH2:15][N:14]([S:20]([CH3:23])(=[O:22])=[O:21])[CH2:13][CH2:12]1. The catalyst class is: 853. Reactant: [O:1]1[CH2:6][CH2:5][CH2:4][CH2:3][CH:2]1[O:7][NH:8][C:9](=[O:30])[CH2:10][C:11]1([C:24]2[S:25][C:26](Br)=[CH:27][CH:28]=2)[S:17](=[O:19])(=[O:18])[CH2:16][CH2:15][N:14]([S:20]([CH3:23])(=[O:22])=[O:21])[CH2:13][CH2:12]1.[CH3:31][O:32][C:33]1[CH:38]=[CH:37][C:36](B(O)O)=[CH:35][CH:34]=1.C(=O)([O-])[O-].[Na+].[Na+]. (2) Reactant: [I-:1].[Na+].CS(O[CH2:8][CH2:9][CH2:10][C:11]([CH3:16])([N+:13]([O-:15])=[O:14])[CH3:12])(=O)=O.[Al].O. Product: [CH3:12][C:11]([N+:13]([O-:15])=[O:14])([CH3:16])[CH2:10][CH2:9][CH2:8][I:1]. The catalyst class is: 21. (3) Reactant: [Cl:1][CH2:2][CH2:3][N:4]([CH2:26][CH2:27][Cl:28])[C:5]1[CH:10]=[CH:9][C:8]([NH:11][C:12](=[O:25])[NH:13][C:14]2[CH:15]=[C:16]([NH:20][C:21](=[O:24])[CH2:22]Cl)[CH:17]=[CH:18][CH:19]=2)=[CH:7][CH:6]=1.[CH3:29][NH:30][CH3:31]. Product: [Cl:28][CH2:27][CH2:26][N:4]([CH2:3][CH2:2][Cl:1])[C:5]1[CH:6]=[CH:7][C:8]([NH:11][C:12](=[O:25])[NH:13][C:14]2[CH:15]=[C:16]([NH:20][C:21](=[O:24])[CH2:22][N:30]([CH3:31])[CH3:29])[CH:17]=[CH:18][CH:19]=2)=[CH:9][CH:10]=1. The catalyst class is: 1.